Predict which catalyst facilitates the given reaction. From a dataset of Catalyst prediction with 721,799 reactions and 888 catalyst types from USPTO. (1) Reactant: C(N(CC)CC)C.[CH2:8]([O:15][N:16]1[C:20]([CH:21]([NH2:27])[CH:22]([CH2:25][CH3:26])[CH2:23][CH3:24])=[CH:19][CH:18]=[N:17]1)[C:9]1[CH:14]=[CH:13][CH:12]=[CH:11][CH:10]=1.[Cl:28][C:29]1[S:33][C:32]([S:34](Cl)(=[O:36])=[O:35])=[CH:31][CH:30]=1.C([O-])(O)=O.[Na+]. Product: [CH2:8]([O:15][N:16]1[C:20]([CH:21]([NH:27][S:34]([C:32]2[S:33][C:29]([Cl:28])=[CH:30][CH:31]=2)(=[O:36])=[O:35])[CH:22]([CH2:25][CH3:26])[CH2:23][CH3:24])=[CH:19][CH:18]=[N:17]1)[C:9]1[CH:14]=[CH:13][CH:12]=[CH:11][CH:10]=1. The catalyst class is: 2. (2) Reactant: [Cl:1][C:2]1[N:3]=[N:4][C:5]([CH2:8]Cl)=[CH:6][CH:7]=1.[C-:10]#[N:11].[K+].C(OCC)(=O)C. Product: [Cl:1][C:2]1[N:3]=[N:4][C:5]([CH2:8][C:10]#[N:11])=[CH:6][CH:7]=1. The catalyst class is: 58. (3) The catalyst class is: 3. Reactant: [Cl:1]N1C(=O)CCC1=O.[CH3:9][O:10][C:11]1[CH:12]=[C:13]([CH:17]=[CH:18][CH:19]=1)[CH:14]=[N:15][OH:16].O. Product: [Cl:1][C:13]1([CH:14]=[N:15][OH:16])[CH:17]=[CH:18][CH:19]=[C:11]([O:10][CH3:9])[CH2:12]1. (4) Reactant: C[Si](C)(C)CCOC[N:7](COCC[Si](C)(C)C)[C:8]1[N:13]2[N:14]=[CH:15][C:16]([C:17]3[CH:18]=[N:19][C:20]([C:23]4[CH:28]=[CH:27][CH:26]=[CH:25][CH:24]=4)=[CH:21][CH:22]=3)=[C:12]2[N:11]=[C:10]([CH:29]2[CH2:34][CH2:33][CH:32]([CH2:35][C:36]([O:38]CC)=O)[CH2:31][CH2:30]2)[C:9]=1Br.O.[NH2:53][NH2:54]. Product: [NH2:7][C:8]1[N:13]2[N:14]=[CH:15][C:16]([C:17]3[CH:18]=[N:19][C:20]([C:23]4[CH:24]=[CH:25][CH:26]=[CH:27][CH:28]=4)=[CH:21][CH:22]=3)=[C:12]2[N:11]=[C:10]([CH:29]2[CH2:30][CH2:31][CH:32]([CH2:35][C:36]([NH:53][NH2:54])=[O:38])[CH2:33][CH2:34]2)[CH:9]=1. The catalyst class is: 3.